This data is from Forward reaction prediction with 1.9M reactions from USPTO patents (1976-2016). The task is: Predict the product of the given reaction. (1) Given the reactants [C:1]([C:3]1[CH:4]=[C:5]2[C:10](=[CH:11][C:12]=1[O:13][CH2:14][CH:15]1[CH2:20][CH2:19][NH:18][CH2:17][CH2:16]1)[N:9]=[CH:8][CH:7]=[C:6]2[O:21][C:22]1[CH:27]=[CH:26][C:25]([NH:28][C:29]([NH:31][CH:32]2[CH2:34][CH2:33]2)=[O:30])=[C:24]([F:35])[CH:23]=1)#[N:2].C=O.[C:38](O[BH-](OC(=O)C)OC(=O)C)(=O)C.[Na+].[OH-].[Na+], predict the reaction product. The product is: [C:1]([C:3]1[CH:4]=[C:5]2[C:10](=[CH:11][C:12]=1[O:13][CH2:14][CH:15]1[CH2:20][CH2:19][N:18]([CH3:38])[CH2:17][CH2:16]1)[N:9]=[CH:8][CH:7]=[C:6]2[O:21][C:22]1[CH:27]=[CH:26][C:25]([NH:28][C:29]([NH:31][CH:32]2[CH2:34][CH2:33]2)=[O:30])=[C:24]([F:35])[CH:23]=1)#[N:2]. (2) Given the reactants [CH2:1]([N:8]1[CH2:23][CH2:22][CH2:21][C:10]2([CH2:13][N:12](C(OC(C)(C)C)=O)[CH2:11]2)[CH2:9]1)[C:2]1[CH:7]=[CH:6][CH:5]=[CH:4][CH:3]=1.[C:24]([OH:30])([C:26]([F:29])([F:28])[F:27])=[O:25], predict the reaction product. The product is: [F:27][C:26]([F:29])([F:28])[C:24]([OH:30])=[O:25].[CH2:1]([N:8]1[CH2:23][CH2:22][CH2:21][C:10]2([CH2:13][NH:12][CH2:11]2)[CH2:9]1)[C:2]1[CH:3]=[CH:4][CH:5]=[CH:6][CH:7]=1. (3) Given the reactants [O:1]1[C:10]2[C:5](=[N:6][CH:7]=[CH:8][CH:9]=2)[C:4](=O)[CH2:3][CH2:2]1.Cl.[CH2:13]([O:20][C:21](=[O:24])[CH2:22][NH2:23])[C:14]1[CH:19]=[CH:18][CH:17]=[CH:16][CH:15]=1.C(O)(=O)C.C(O[BH-](OC(=O)C)OC(=O)C)(=O)C.[Na+], predict the reaction product. The product is: [O:1]1[C:10]2[C:5](=[N:6][CH:7]=[CH:8][CH:9]=2)[CH:4]([NH:23][CH2:22][C:21]([O:20][CH2:13][C:14]2[CH:19]=[CH:18][CH:17]=[CH:16][CH:15]=2)=[O:24])[CH2:3][CH2:2]1.